From a dataset of Full USPTO retrosynthesis dataset with 1.9M reactions from patents (1976-2016). Predict the reactants needed to synthesize the given product. (1) Given the product [CH2:21]([O:20][C:17]1[CH:16]=[CH:15][C:14]([NH:13][C:9]2[N:10]=[CH:11][N:12]=[C:7]([O:6][C:5]3[CH:28]=[CH:29][C:2]([NH:1][C:55](=[O:67])[CH2:56][C:57]([NH:59][C:60]4[CH:65]=[CH:64][C:63]([F:66])=[CH:62][CH:61]=4)=[O:58])=[CH:3][C:4]=3[F:30])[CH:8]=2)=[CH:19][CH:18]=1)[C:22]1[CH:27]=[CH:26][CH:25]=[CH:24][CH:23]=1, predict the reactants needed to synthesize it. The reactants are: [NH2:1][C:2]1[CH:29]=[CH:28][C:5]([O:6][C:7]2[N:12]=[CH:11][N:10]=[C:9]([NH:13][C:14]3[CH:19]=[CH:18][C:17]([O:20][CH2:21][C:22]4[CH:27]=[CH:26][CH:25]=[CH:24][CH:23]=4)=[CH:16][CH:15]=3)[CH:8]=2)=[C:4]([F:30])[CH:3]=1.FC1C=C(N[C:55](=[O:67])[CH2:56][C:57]([NH:59][C:60]2[CH:65]=[CH:64][C:63]([F:66])=[CH:62][CH:61]=2)=[O:58])C=CC=1OC1C=CN=C(NCCN2CCOCC2)C=1.CN(C(ON1N=NC2C=CC=CC1=2)=[N+](C)C)C.[B-](F)(F)(F)F.CCN(C(C)C)C(C)C.COC1C=CC(CNC2N=C(OC3C=CC(NC(=O)CC(NC4C=CC(F)=CC=4)=O)=CC=3F)C=CN=2)=CC=1. (2) Given the product [F:22][C:23]1[CH:24]=[C:25]2[C:29](=[C:30]([NH:32][C:33](=[O:35])[CH3:34])[CH:31]=1)[NH:28][C:27](=[O:36])[C:26]2=[CH:20][C:3]1[NH:4][C:5]2[CH2:10][CH2:9][N:8]([CH2:11][CH2:12][N:13]3[CH2:14][CH2:15][O:16][CH2:17][CH2:18]3)[C:7](=[O:19])[C:6]=2[C:2]=1[CH3:1], predict the reactants needed to synthesize it. The reactants are: [CH3:1][C:2]1[C:6]2[C:7](=[O:19])[N:8]([CH2:11][CH2:12][N:13]3[CH2:18][CH2:17][O:16][CH2:15][CH2:14]3)[CH2:9][CH2:10][C:5]=2[NH:4][C:3]=1[CH:20]=O.[F:22][C:23]1[CH:24]=[C:25]2[C:29](=[C:30]([NH:32][C:33](=[O:35])[CH3:34])[CH:31]=1)[NH:28][C:27](=[O:36])[CH2:26]2.